The task is: Predict the reactants needed to synthesize the given product.. This data is from Full USPTO retrosynthesis dataset with 1.9M reactions from patents (1976-2016). (1) Given the product [CH2:1]([O:8][C:9]1[CH:14]=[C:13]([O:15][CH2:16][C:17]2[CH:18]=[CH:19][CH:20]=[CH:21][CH:22]=2)[C:12]([CH:23]([CH3:25])[CH3:24])=[CH:11][C:10]=1[C:26]1[O:30][N:29]=[C:28]([C:31]([NH:33][CH2:34][CH3:35])=[O:32])[C:27]=1[C:36]1[N:37]=[N:38][N:39]([CH2:42][CH3:43])[N:40]=1)[C:2]1[CH:7]=[CH:6][CH:5]=[CH:4][CH:3]=1, predict the reactants needed to synthesize it. The reactants are: [CH2:1]([O:8][C:9]1[CH:14]=[C:13]([O:15][CH2:16][C:17]2[CH:22]=[CH:21][CH:20]=[CH:19][CH:18]=2)[C:12]([CH:23]([CH3:25])[CH3:24])=[CH:11][C:10]=1[C:26]1[O:30][N:29]=[C:28]([C:31]([NH:33][CH2:34][CH3:35])=[O:32])[C:27]=1[C:36]1[NH:40][N:39]=[N:38][N:37]=1)[C:2]1[CH:7]=[CH:6][CH:5]=[CH:4][CH:3]=1.I[CH2:42][CH3:43]. (2) Given the product [N:1]1([CH2:9][C:10]([NH2:12])=[O:11])[CH2:5][CH2:4][CH2:3][CH2:2]1, predict the reactants needed to synthesize it. The reactants are: [NH:1]1[CH2:5][CH2:4][CH2:3][CH2:2]1.[H-].[Na+].Br[CH2:9][C:10]([NH2:12])=[O:11]. (3) Given the product [F:24][CH2:25][CH:26]([CH2:27][F:28])[O:10][C:8]1[CH:7]=[C:6]([O:11][C:12]2[CH:17]=[CH:16][C:15]([S:18]([CH3:21])(=[O:19])=[O:20])=[C:14]([F:22])[CH:13]=2)[CH:5]=[C:4]([CH:9]=1)[C:3]([NH:30][C:31]1[CH:35]=[CH:34][N:33]([CH3:36])[N:32]=1)=[O:23], predict the reactants needed to synthesize it. The reactants are: CO[C:3](=[O:23])[C:4]1[CH:9]=[C:8]([OH:10])[CH:7]=[C:6]([O:11][C:12]2[CH:17]=[CH:16][C:15]([S:18]([CH3:21])(=[O:20])=[O:19])=[C:14]([F:22])[CH:13]=2)[CH:5]=1.[F:24][CH2:25][CH:26](O)[CH2:27][F:28].[NH2:30][C:31]1[CH:35]=[CH:34][N:33]([CH3:36])[N:32]=1. (4) The reactants are: Br[C:2]1[CH:3]=[C:4]([CH:7]=[C:8](Br)[CH:9]=1)[CH:5]=O.[CH3:11][C:12]1[CH:17]=[C:16]([CH3:18])[CH:15]=[C:14]([CH3:19])[C:13]=1B(O)O.[C:23]([O-:26])([O-])=O.[Na+].[Na+]. Given the product [CH3:11][C:12]1[CH:17]=[C:16]([CH3:18])[CH:15]=[C:14]([CH3:19])[C:13]=1[C:2]1[CH:9]=[C:8]([CH:7]=[C:4]([C:5]2[C:16]([CH3:15])=[CH:17][C:12]([CH3:11])=[CH:13][C:14]=2[CH3:19])[CH:3]=1)[CH:23]=[O:26], predict the reactants needed to synthesize it. (5) Given the product [Br:42][C:43]1[CH:44]=[N:45][C:46]([O:1][CH2:2][CH2:3][O:4][C:5]2[N:10]=[C:9]([C:11]3[CH:16]=[CH:15][N:14]=[CH:13][CH:12]=3)[N:8]=[C:7]([NH:17][S:18](=[O:30])(=[O:29])[NH:19][C:20]3[CH:21]=[CH:22][C:23]([CH:26]([CH3:28])[CH3:27])=[CH:24][CH:25]=3)[C:6]=2[O:31][C:32]2[CH:37]=[CH:36][CH:35]=[CH:34][C:33]=2[O:38][CH3:39])=[N:47][CH:48]=1, predict the reactants needed to synthesize it. The reactants are: [OH:1][CH2:2][CH2:3][O:4][C:5]1[N:10]=[C:9]([C:11]2[CH:16]=[CH:15][N:14]=[CH:13][CH:12]=2)[N:8]=[C:7]([NH:17][S:18](=[O:30])(=[O:29])[NH:19][C:20]2[CH:25]=[CH:24][C:23]([CH:26]([CH3:28])[CH3:27])=[CH:22][CH:21]=2)[C:6]=1[O:31][C:32]1[CH:37]=[CH:36][CH:35]=[CH:34][C:33]=1[O:38][CH3:39].[H-].[Na+].[Br:42][C:43]1[CH:44]=[N:45][C:46](Cl)=[N:47][CH:48]=1.CN(C=O)C. (6) Given the product [OH:1][C:2]1[C:3](=[O:16])[CH:4]=[C:5]([CH2:8][O:9][CH:10]2[CH2:15][CH2:14][CH2:13][CH2:12][O:11]2)[O:6][C:7]=1[CH2:18][OH:19], predict the reactants needed to synthesize it. The reactants are: [OH:1][C:2]1[C:3](=[O:16])[CH:4]=[C:5]([CH2:8][O:9][CH:10]2[CH2:15][CH2:14][CH2:13][CH2:12][O:11]2)[O:6][CH:7]=1.C[C:18](O)=[O:19]. (7) Given the product [Br:19][C:15]1[CH:14]=[C:13]([C:11]2([CH3:10])[NH:6][C:21](=[O:22])[NH:5][C:1]2=[O:4])[CH:18]=[CH:17][CH:16]=1, predict the reactants needed to synthesize it. The reactants are: [C:1](=[O:4])([O-])[O-].[NH4+:5].[NH4+:6].[C-]#N.[K+].[CH3:10][C:11]([C:13]1[CH:18]=[CH:17][CH:16]=[C:15]([Br:19])[CH:14]=1)=O.C[CH2:21][OH:22].O.